Dataset: Peptide-MHC class II binding affinity with 134,281 pairs from IEDB. Task: Regression. Given a peptide amino acid sequence and an MHC pseudo amino acid sequence, predict their binding affinity value. This is MHC class II binding data. (1) The peptide sequence is KKIEGVHGGTWVSATLE. The MHC is HLA-DQA10201-DQB10303 with pseudo-sequence HLA-DQA10201-DQB10303. The binding affinity (normalized) is 0.549. (2) The peptide sequence is RYFLMAFANQIHHID. The MHC is DRB1_0701 with pseudo-sequence DRB1_0701. The binding affinity (normalized) is 0.969. (3) The peptide sequence is AAAAAYEAAFAATVP. The MHC is DRB1_1501 with pseudo-sequence DRB1_1501. The binding affinity (normalized) is 0.178. (4) The peptide sequence is VIPEGWKADTSYESK. The MHC is HLA-DQA10104-DQB10503 with pseudo-sequence HLA-DQA10104-DQB10503. The binding affinity (normalized) is 0.615. (5) The peptide sequence is EKKYFAATYFEPLAA. The MHC is HLA-DPA10103-DPB10401 with pseudo-sequence HLA-DPA10103-DPB10401. The binding affinity (normalized) is 1.00. (6) The peptide sequence is TERPLSSGVYMGNLS. The MHC is DRB1_0101 with pseudo-sequence DRB1_0101. The binding affinity (normalized) is 0.422.